Dataset: HIV replication inhibition screening data with 41,000+ compounds from the AIDS Antiviral Screen. Task: Binary Classification. Given a drug SMILES string, predict its activity (active/inactive) in a high-throughput screening assay against a specified biological target. (1) The molecule is O=C1c2c(ccc3c2CCCC3)CC12Cc1ccc3c(c1C2=O)CCCC3. The result is 0 (inactive). (2) The molecule is Cc1csc(CCC(N)C(=O)O)n1. The result is 0 (inactive). (3) The molecule is COCC(C=NNC(=N)N)=NNC(=N)N.O=S(=O)(O)O. The result is 0 (inactive). (4) The molecule is O=C(c1ccccc1)n1c(Cc2ccccc2)nc2cc(C34CC5CC(CC(C5)C3)C4)ccc21. The result is 0 (inactive). (5) The drug is NC(=O)N=C1CCC2C3CCCC2C13. The result is 0 (inactive). (6) The compound is CC1CCC2(NC1)OC1CC3C4CC=C5CC(OC6OC(CO)C(OC7OC(C)C(O)C(O)C7O)C(O)C6O)CCC5(C)C4CCC3(C)C1C2C. The result is 0 (inactive). (7) The molecule is COC(=O)CC(C(C(=O)OCc1ccccc1)C(C)O)N1C(=O)OC(c2ccccc2)C1c1ccccc1. The result is 0 (inactive).